Dataset: Full USPTO retrosynthesis dataset with 1.9M reactions from patents (1976-2016). Task: Predict the reactants needed to synthesize the given product. (1) Given the product [CH2:5]=[CH:6][C:7](=[CH2:8])[CH3:9].[C:1](#[N:4])[CH:2]=[CH2:3], predict the reactants needed to synthesize it. The reactants are: [C:1](#[N:4])[CH:2]=[CH2:3].[CH2:5]=[CH:6][C:7](=[CH2:9])[CH3:8]. (2) Given the product [Si:8]([O:25][CH:26]([C:27]1[S:29][CH:2]=[C:3]([C:4]([OH:6])=[O:5])[N:28]=1)[CH3:30])([C:21]([CH3:22])([CH3:23])[CH3:24])([C:15]1[CH:20]=[CH:19][CH:18]=[CH:17][CH:16]=1)[C:9]1[CH:10]=[CH:11][CH:12]=[CH:13][CH:14]=1, predict the reactants needed to synthesize it. The reactants are: Br[CH2:2][C:3](=O)[C:4]([OH:6])=[O:5].[Si:8]([O:25][CH:26]([CH3:30])[C:27](=[S:29])[NH2:28])([C:21]([CH3:24])([CH3:23])[CH3:22])([C:15]1[CH:20]=[CH:19][CH:18]=[CH:17][CH:16]=1)[C:9]1[CH:14]=[CH:13][CH:12]=[CH:11][CH:10]=1.